Binary Classification. Given a T-cell receptor sequence (or CDR3 region) and an epitope sequence, predict whether binding occurs between them. From a dataset of TCR-epitope binding with 47,182 pairs between 192 epitopes and 23,139 TCRs. (1) The epitope is SLFNTVATLY. The TCR CDR3 sequence is CASSLGTGSMGETQYF. Result: 0 (the TCR does not bind to the epitope). (2) The epitope is TPRVTGGGAM. The TCR CDR3 sequence is CASAEVWVVTGELFF. Result: 0 (the TCR does not bind to the epitope). (3) The epitope is IVTDFSVIK. The TCR CDR3 sequence is CAYPGLYGYTF. Result: 1 (the TCR binds to the epitope). (4) The epitope is KLSALGINAV. The TCR CDR3 sequence is CASSLAGQGANEKLFF. Result: 1 (the TCR binds to the epitope). (5) The epitope is YYRRATRRIR. The TCR CDR3 sequence is CASSSTGTSGGQTQYF. Result: 0 (the TCR does not bind to the epitope). (6) The epitope is FLPRVFSAV. The TCR CDR3 sequence is CASTDWTGPEAFF. Result: 1 (the TCR binds to the epitope). (7) The epitope is KPLEFGATSAAL. The TCR CDR3 sequence is CASSPMTGEVQPQHF. Result: 1 (the TCR binds to the epitope). (8) The epitope is TVYDPLQPELDSFK. The TCR CDR3 sequence is CSVVLVDRGADTQYF. Result: 0 (the TCR does not bind to the epitope). (9) The epitope is LLWNGPMAV. The TCR CDR3 sequence is CASSLGDIPYEQYF. Result: 0 (the TCR does not bind to the epitope). (10) The epitope is IIKDYGKQM. The TCR CDR3 sequence is CASSQDPREQFF. Result: 0 (the TCR does not bind to the epitope).